This data is from Reaction yield outcomes from USPTO patents with 853,638 reactions. The task is: Predict the reaction yield, written as a fraction of the theoretical maximum amount of product (1.0 means a 100% yield; for example, 0.34 means a 34% yield). (1) The reactants are Cl[C:2]1[CH:7]=[C:6]([CH:8]([CH3:14])[C:9]([O:11][CH2:12][CH3:13])=[O:10])[CH:5]=[CH:4][N:3]=1.C([NH:19][C:20](=[O:22])[O-:21])(C)(C)C.[C:23](=O)([O-])[O-].[Cs+].[Cs+].[CH2:29]1[CH2:33]OC[CH2:30]1. The catalyst is C1C=CC(/C=C/C(/C=C/C2C=CC=CC=2)=O)=CC=1.C1C=CC(/C=C/C(/C=C/C2C=CC=CC=2)=O)=CC=1.C1C=CC(/C=C/C(/C=C/C2C=CC=CC=2)=O)=CC=1.[Pd].[Pd].CC1(C)C2C(=C(P(C3C=CC=CC=3)C3C=CC=CC=3)C=CC=2)OC2C(P(C3C=CC=CC=3)C3C=CC=CC=3)=CC=CC1=2. The product is [C:29]([O:21][C:20]([NH:19][C:2]1[CH:7]=[C:6]([CH:8]([CH3:14])[C:9]([O:11][CH2:12][CH3:13])=[O:10])[CH:5]=[CH:4][N:3]=1)=[O:22])([CH3:30])([CH3:33])[CH3:23]. The yield is 0.610. (2) The reactants are S(O[CH2:6][CH:7]1[CH2:12][CH2:11][N:10]([C:13]([O:15][C:16]([CH3:19])([CH3:18])[CH3:17])=[O:14])[CH2:9][CH2:8]1)(=O)(=O)C.[C:20]1([C:26]2[NH:27][CH:28]=[CH:29][N:30]=2)[CH:25]=[CH:24][CH:23]=[CH:22][CH:21]=1.C(OC(N1CCC(CNC(OCCCl)=O)CC1)=O)(C)(C)C. The catalyst is C1COCC1. The product is [C:16]([O:15][C:13]([N:10]1[CH2:11][CH2:12][CH:7]([CH2:6][N:27]2[CH:28]=[CH:29][N:30]=[C:26]2[C:20]2[CH:25]=[CH:24][CH:23]=[CH:22][CH:21]=2)[CH2:8][CH2:9]1)=[O:14])([CH3:19])([CH3:18])[CH3:17]. The yield is 0.610. (3) The reactants are C[O:2][CH:3]1[NH:8][CH:7]=[C:6]([CH2:9][C:10]#[N:11])[CH:5]=[CH:4]1.Br. The catalyst is C(O)C.C(=O)(O)[O-].[Na+]. The product is [O:2]=[C:3]1[NH:8][CH:7]=[C:6]([CH2:9][C:10]#[N:11])[CH:5]=[CH:4]1. The yield is 0.890. (4) The reactants are [H-].[Na+].[C:3]([O:7][C:8](=[O:16])[N:9]([CH2:13][CH2:14]Cl)[CH2:10][CH2:11]Cl)([CH3:6])([CH3:5])[CH3:4].[Cl:17][C:18]1[CH:26]=[CH:25][C:21]([CH2:22][C:23]#[N:24])=[CH:20][CH:19]=1. The catalyst is CN(C)C=O. The product is [C:3]([O:7][C:8]([N:9]1[CH2:13][CH2:14][C:22]([C:21]2[CH:25]=[CH:26][C:18]([Cl:17])=[CH:19][CH:20]=2)([C:23]#[N:24])[CH2:11][CH2:10]1)=[O:16])([CH3:6])([CH3:5])[CH3:4]. The yield is 0.700. (5) The reactants are [CH2:1]([O:8][C:9]1[CH:10]=[CH:11][C:12]2[O:16][C:15]([C:17]([C:22]3[CH:27]=[CH:26][C:25]([OH:28])=[C:24]([CH3:29])[CH:23]=3)([CH2:20][CH3:21])[CH2:18][CH3:19])=[CH:14][C:13]=2[CH:30]=1)[C:2]1[CH:7]=[CH:6][CH:5]=[CH:4][CH:3]=1.Br[CH2:32][C:33](=[O:38])[C:34]([CH3:37])([CH3:36])[CH3:35].C([O-])([O-])=O.[K+].[K+]. The catalyst is CC(C)=O. The product is [CH2:1]([O:8][C:9]1[CH:10]=[CH:11][C:12]2[O:16][C:15]([C:17]([C:22]3[CH:27]=[CH:26][C:25]([O:28][CH2:32][C:33](=[O:38])[C:34]([CH3:37])([CH3:36])[CH3:35])=[C:24]([CH3:29])[CH:23]=3)([CH2:20][CH3:21])[CH2:18][CH3:19])=[CH:14][C:13]=2[CH:30]=1)[C:2]1[CH:7]=[CH:6][CH:5]=[CH:4][CH:3]=1. The yield is 0.630. (6) The reactants are C1([CH2:7][CH2:8][CH2:9][C:10]2[N:11]=[C:12]([C:15]([OH:17])=O)[NH:13][CH:14]=2)C=CC=CC=1.[CH:18]([N:21](C(C)C)CC)(C)[CH3:19].O[C:28]1[C:36]2N=NN[C:32]=2[CH:31]=[CH:30][CH:29]=1.Cl.[CH3:38]N(C)CCCN=C=NCC.[Cl-].[Na+].[C:51]([O:54]CC)(=[O:53])[CH3:52].CCC[CH2:60][CH2:61][CH3:62]. The catalyst is CN(C)C=O. The product is [C:61]([O:54][C:51](=[O:53])[CH2:52][N:21]([CH2:18][CH2:19][C:28]1[CH:36]=[CH:32][CH:31]=[CH:30][CH:29]=1)[C:15]([C:12]1[NH:11][C:10]([CH2:9][CH2:8][CH3:7])=[CH:14][N:13]=1)=[O:17])([CH3:60])([CH3:62])[CH3:38]. The yield is 0.610. (7) The reactants are [I:1][C:2]1[CH:3]=[C:4]2[N:10]=[C:9]([NH:11]C(=O)OCC)[N:8]([CH:17]([C:19]3[CH:24]=[CH:23][C:22]([O:25][CH2:26][C:27]4[CH:28]=[N:29][C:30]([C:33]([F:36])([F:35])[F:34])=[CH:31][CH:32]=4)=[C:21]([O:37][CH3:38])[CH:20]=3)[CH3:18])[C:5]2=[N:6][CH:7]=1.[O-]P([O-])([O-])=O.[K+].[K+].[K+]. The catalyst is C(O)C.O. The product is [I:1][C:2]1[CH:3]=[C:4]2[N:10]=[C:9]([NH2:11])[N:8]([CH:17]([C:19]3[CH:24]=[CH:23][C:22]([O:25][CH2:26][C:27]4[CH:28]=[N:29][C:30]([C:33]([F:34])([F:35])[F:36])=[CH:31][CH:32]=4)=[C:21]([O:37][CH3:38])[CH:20]=3)[CH3:18])[C:5]2=[N:6][CH:7]=1. The yield is 0.970. (8) The reactants are C(OC([N:8]1[CH2:11][CH:10]([N:12]2[CH2:17][CH2:16][CH:15]([F:18])[CH2:14][CH2:13]2)[CH2:9]1)=O)(C)(C)C. The catalyst is C(Cl)Cl.C(O)(C(F)(F)F)=O. The product is [NH:8]1[CH2:11][CH:10]([N:12]2[CH2:17][CH2:16][CH:15]([F:18])[CH2:14][CH2:13]2)[CH2:9]1. The yield is 0.740.